Dataset: NCI-60 drug combinations with 297,098 pairs across 59 cell lines. Task: Regression. Given two drug SMILES strings and cell line genomic features, predict the synergy score measuring deviation from expected non-interaction effect. Drug 1: CC12CCC3C(C1CCC2=O)CC(=C)C4=CC(=O)C=CC34C. Drug 2: C1CC(=O)NC(=O)C1N2C(=O)C3=CC=CC=C3C2=O. Cell line: EKVX. Synergy scores: CSS=34.0, Synergy_ZIP=1.91, Synergy_Bliss=0.845, Synergy_Loewe=-6.55, Synergy_HSA=-0.609.